Regression. Given a peptide amino acid sequence and an MHC pseudo amino acid sequence, predict their binding affinity value. This is MHC class I binding data. From a dataset of Peptide-MHC class I binding affinity with 185,985 pairs from IEDB/IMGT. (1) The peptide sequence is YEFLQPILL. The MHC is HLA-B37:01 with pseudo-sequence HLA-B37:01. The binding affinity (normalized) is 0.533. (2) The peptide sequence is IPLGGNGAM. The MHC is HLA-B15:42 with pseudo-sequence HLA-B15:42. The binding affinity (normalized) is 0.213.